Dataset: Catalyst prediction with 721,799 reactions and 888 catalyst types from USPTO. Task: Predict which catalyst facilitates the given reaction. (1) Reactant: C([O:8][C:9]1[CH:17]=[CH:16][C:12]([C:13]([OH:15])=O)=[C:11]([Cl:18])[CH:10]=1)C1C=CC=CC=1.CN1CCOCC1.[N:26]1([CH2:31][CH2:32][CH2:33][S:34]([C:37]2[CH:42]=[CH:41][C:40]([NH:43][C:44]3[N:49]=[CH:48][C:47]([NH2:50])=[CH:46][N:45]=3)=[CH:39][CH:38]=2)(=[O:36])=[O:35])[CH2:30][CH2:29][CH2:28][CH2:27]1.B(Br)(Br)Br. Product: [Cl:18][C:11]1[CH:10]=[C:9]([OH:8])[CH:17]=[CH:16][C:12]=1[C:13]([NH:50][C:47]1[CH:48]=[N:49][C:44]([NH:43][C:40]2[CH:41]=[CH:42][C:37]([S:34]([CH2:33][CH2:32][CH2:31][N:26]3[CH2:30][CH2:29][CH2:28][CH2:27]3)(=[O:35])=[O:36])=[CH:38][CH:39]=2)=[N:45][CH:46]=1)=[O:15]. The catalyst class is: 2. (2) Reactant: N1C=CC=CC=1.[OH:7][CH2:8][CH2:9][C:10]1([CH2:16][CH2:17][O:18][C:19]2[CH:20]=[C:21]([C:29]([O:31][CH3:32])=[O:30])[CH:22]=[C:23]([CH:28]=2)[C:24]([O:26][CH3:27])=[O:25])[CH2:15][CH2:14][CH2:13][CH2:12][CH2:11]1.C(OCC)C. Product: [CH:8]([CH2:9][C:10]1([CH2:16][CH2:17][O:18][C:19]2[CH:20]=[C:21]([C:29]([O:31][CH3:32])=[O:30])[CH:22]=[C:23]([CH:28]=2)[C:24]([O:26][CH3:27])=[O:25])[CH2:11][CH2:12][CH2:13][CH2:14][CH2:15]1)=[O:7]. The catalyst class is: 4. (3) Reactant: F[C:2]1[C:7]([CH:8]=O)=[C:6]([NH:10][C:11]2[CH:16]=[CH:15][C:14]([I:17])=[CH:13][C:12]=2[F:18])[C:5]([N+:19]([O-:21])=[O:20])=[CH:4][CH:3]=1.O.[NH2:23][NH2:24]. Product: [F:18][C:12]1[CH:13]=[C:14]([I:17])[CH:15]=[CH:16][C:11]=1[NH:10][C:6]1[C:5]([N+:19]([O-:21])=[O:20])=[CH:4][CH:3]=[C:2]2[C:7]=1[CH:8]=[N:23][NH:24]2. The catalyst class is: 57. (4) Reactant: [S:1]1[C:5]2[CH:6]=[CH:7][CH:8]=[CH:9][C:4]=2[N:3]=[C:2]1[NH:10][C:11]([C:13]1[CH:14]=[CH:15][CH:16]=[C:17]2[C:22]=1[CH2:21][N:20]([C:23]1[N:28]=[C:27]([C:29]([OH:31])=O)[C:26]([C:32]3[CH:33]=[N:34][N:35]([CH2:38][C:39]4([O:47][CH3:48])[CH2:44][CH2:43][CH2:42][C:41]([CH3:46])([CH3:45])[CH2:40]4)[C:36]=3[CH3:37])=[CH:25][CH:24]=1)[CH2:19][CH2:18]2)=[O:12].[CH3:49][S:50]([NH2:53])(=[O:52])=[O:51].Cl.C(N=C=NCCCN(C)C)C.Cl. Product: [S:1]1[C:5]2[CH:6]=[CH:7][CH:8]=[CH:9][C:4]=2[N:3]=[C:2]1[NH:10][C:11]([C:13]1[CH:14]=[CH:15][CH:16]=[C:17]2[C:22]=1[CH2:21][N:20]([C:23]1[CH:24]=[CH:25][C:26]([C:32]3[CH:33]=[N:34][N:35]([CH2:38][C:39]4([O:47][CH3:48])[CH2:44][CH2:43][CH2:42][C:41]([CH3:45])([CH3:46])[CH2:40]4)[C:36]=3[CH3:37])=[C:27]([C:29](=[O:31])[NH:53][S:50]([CH3:49])(=[O:52])=[O:51])[N:28]=1)[CH2:19][CH2:18]2)=[O:12]. The catalyst class is: 119. (5) Reactant: [NH2:1][C:2]1[CH:21]=[CH:20][C:5]([O:6][C:7]2[C:16]3[C:11](=[CH:12][C:13]([OH:19])=[C:14]([C:17]#[N:18])[CH:15]=3)[N:10]=[CH:9][CH:8]=2)=[CH:4][CH:3]=1.[H-].[Na+].[C:24]([O:28][C:29]([N:31]1[CH2:36][CH2:35][CH:34]([CH2:37]CBr)[CH2:33][CH2:32]1)=[O:30])([CH3:27])([CH3:26])[CH3:25]. Product: [C:24]([O:28][C:29]([N:31]1[CH2:36][CH2:35][CH:34]([CH2:37][O:19][C:13]2[CH:12]=[C:11]3[C:16]([C:7]([O:6][C:5]4[CH:20]=[CH:21][C:2]([NH2:1])=[CH:3][CH:4]=4)=[CH:8][CH:9]=[N:10]3)=[CH:15][C:14]=2[C:17]#[N:18])[CH2:33][CH2:32]1)=[O:30])([CH3:27])([CH3:25])[CH3:26]. The catalyst class is: 9. (6) Reactant: [Br:1][C:2]1[CH:9]=[CH:8][C:5]([C:6]#[N:7])=[C:4](F)[CH:3]=1.O.[NH2:12][NH2:13]. Product: [Br:1][C:2]1[CH:9]=[C:8]2[C:5]([C:6]([NH2:7])=[N:12][NH:13]2)=[CH:4][CH:3]=1. The catalyst class is: 40. (7) Reactant: [OH:1][C:2]1[CH:11]=[C:10]2[C:5]([CH:6]=[C:7]([C:16]([O:18][CH2:19][CH3:20])=[O:17])[CH:8]([C:12]([F:15])([F:14])[F:13])[O:9]2)=[CH:4][CH:3]=1.F[C:22]1[CH:27]=[CH:26][C:25]([N+:28]([O-:30])=[O:29])=[CH:24][C:23]=1[F:31].C(=O)([O-])[O-].[Cs+].[Cs+]. Product: [F:31][C:23]1[CH:24]=[C:25]([N+:28]([O-:30])=[O:29])[CH:26]=[CH:27][C:22]=1[O:1][C:2]1[CH:11]=[C:10]2[C:5]([CH:6]=[C:7]([C:16]([O:18][CH2:19][CH3:20])=[O:17])[CH:8]([C:12]([F:15])([F:13])[F:14])[O:9]2)=[CH:4][CH:3]=1. The catalyst class is: 3.